This data is from Catalyst prediction with 721,799 reactions and 888 catalyst types from USPTO. The task is: Predict which catalyst facilitates the given reaction. (1) Reactant: C([N:8]1[C@H:13]([C:14]([O:16][CH3:17])=[O:15])[C@H:12]2[CH2:18][C@@H:9]1[CH2:10][CH2:11]2)C1C=CC=CC=1.[CH3:31][C:30]([O:29][C:27](O[C:27]([O:29][C:30]([CH3:33])([CH3:32])[CH3:31])=[O:28])=[O:28])([CH3:33])[CH3:32]. The catalyst class is: 63. Product: [C@@H:9]12[CH2:18][C@@H:12]([CH2:11][CH2:10]1)[C@@H:13]([C:14]([O:16][CH3:17])=[O:15])[N:8]2[C:27]([O:29][C:30]([CH3:31])([CH3:32])[CH3:33])=[O:28]. (2) Reactant: [OH:1][CH2:2][C:3]1[N:8]=[C:7]([O:9][CH2:10][C@@H:11]2[CH2:16][CH2:15][CH2:14][CH2:13][N:12]2[C:17]([O:19][C:20]([CH3:23])([CH3:22])[CH3:21])=[O:18])[CH:6]=[CH:5][CH:4]=1.CCN(C(C)C)C(C)C.[CH3:33][S:34](Cl)(=[O:36])=[O:35].O. Product: [CH3:33][S:34]([O:1][CH2:2][C:3]1[N:8]=[C:7]([O:9][CH2:10][C@@H:11]2[CH2:16][CH2:15][CH2:14][CH2:13][N:12]2[C:17]([O:19][C:20]([CH3:23])([CH3:22])[CH3:21])=[O:18])[CH:6]=[CH:5][CH:4]=1)(=[O:36])=[O:35]. The catalyst class is: 2. (3) Reactant: [Cl:1][C:2]1[CH:7]=[C:6]([Cl:8])[N:5]=[C:4]([NH2:9])[N:3]=1.[C:10](OC(=O)C)(=[O:12])[CH3:11]. Product: [Cl:1][C:2]1[CH:7]=[C:6]([Cl:8])[N:5]=[C:4]([NH:9][C:10](=[O:12])[CH3:11])[N:3]=1. The catalyst class is: 11. (4) Reactant: [CH2:1]([C:3]1[NH:8][CH:7]=[C:6]([CH:9]([N:14]2[CH2:19][CH2:18][N:17](C(OCC3C=CC=CC=3)=O)[CH2:16][CH2:15]2)[C:10]([F:13])([F:12])[F:11])[C:5](=[O:30])[C:4]=1[OH:31])[CH3:2]. Product: [CH2:1]([C:3]1[NH:8][CH:7]=[C:6]([CH:9]([N:14]2[CH2:15][CH2:16][NH:17][CH2:18][CH2:19]2)[C:10]([F:13])([F:12])[F:11])[C:5](=[O:30])[C:4]=1[OH:31])[CH3:2]. The catalyst class is: 19. (5) Reactant: [CH2:1]([O:3][C:4](=[O:25])[CH2:5][C:6]1[C:10]2[CH:11]=[CH:12][C:13](/[CH:15]=[CH:16]\[C:17]3[C:18]([CH3:24])=[N:19][C:20]([CH3:23])=[CH:21][CH:22]=3)=[CH:14][C:9]=2[S:8][CH:7]=1)[CH3:2]. Product: [CH2:1]([O:3][C:4](=[O:25])[CH2:5][C:6]1[C:10]2[CH:11]=[CH:12][C:13]([CH2:15][CH2:16][C:17]3[C:18]([CH3:24])=[N:19][C:20]([CH3:23])=[CH:21][CH:22]=3)=[CH:14][C:9]=2[S:8][CH:7]=1)[CH3:2]. The catalyst class is: 354.